Predict the reactants needed to synthesize the given product. From a dataset of Full USPTO retrosynthesis dataset with 1.9M reactions from patents (1976-2016). (1) Given the product [Br:15]/[C:10](=[N:9]\[NH:8][C:3]1[CH:4]=[CH:5][CH:6]=[CH:7][C:2]=1[Cl:1])/[C:11]([O:13][CH3:14])=[O:12], predict the reactants needed to synthesize it. The reactants are: [Cl:1][C:2]1[CH:7]=[CH:6][CH:5]=[CH:4][C:3]=1[NH:8]/[N:9]=[CH:10]/[C:11]([O:13][CH3:14])=[O:12].[Br:15]N1C(=O)CCC1=O. (2) Given the product [O:14]([CH2:13][CH2:12][CH2:11][CH2:10][CH2:9][O:8][C:4]1[CH:5]=[N:6][CH:7]=[C:2]([N:34]2[CH2:39][CH2:38][NH:37][CH2:36][CH2:35]2)[N:3]=1)[C:15]1[CH:20]=[CH:19][CH:18]=[CH:17][CH:16]=1, predict the reactants needed to synthesize it. The reactants are: Cl[C:2]1[CH:7]=[N:6][CH:5]=[C:4]([O:8][CH2:9][CH2:10][CH2:11][CH2:12][CH2:13][O:14][C:15]2[CH:20]=[CH:19][CH:18]=[CH:17][CH:16]=2)[N:3]=1.O(CCCCCO)C1C=CC=CC=1.[NH:34]1[CH2:39][CH2:38][NH:37][CH2:36][CH2:35]1.C([O-])([O-])=O.[K+].[K+].O=[O+][O-]. (3) Given the product [OH:30][CH2:29][C:28]#[C:27][CH2:26][O:1][C:2]1[CH:7]=[CH:6][C:5]([S:8]([N:11]2[CH2:16][CH2:15][S:14][C:13]([CH3:17])([CH3:18])[C@@H:12]2[C:19]([O:21][C:22]([CH3:25])([CH3:24])[CH3:23])=[O:20])(=[O:9])=[O:10])=[CH:4][CH:3]=1, predict the reactants needed to synthesize it. The reactants are: [OH:1][C:2]1[CH:7]=[CH:6][C:5]([S:8]([N:11]2[CH2:16][CH2:15][S:14][C:13]([CH3:18])([CH3:17])[C@@H:12]2[C:19]([O:21][C:22]([CH3:25])([CH3:24])[CH3:23])=[O:20])(=[O:10])=[O:9])=[CH:4][CH:3]=1.[CH2:26](O)[C:27]#[C:28][CH2:29][OH:30].